This data is from Full USPTO retrosynthesis dataset with 1.9M reactions from patents (1976-2016). The task is: Predict the reactants needed to synthesize the given product. (1) Given the product [CH2:1]([O:8][C:9]([N:11]1[CH:15]([C:16](=[O:17])[NH:58][C:59]2[S:60][CH:61]=[C:62]([C:64]3[CH:65]=[CH:66][C:67]([C:68](=[O:69])[NH:70][CH:71]4[CH2:73][CH2:72]4)=[CH:74][CH:75]=3)[N:63]=2)[CH2:14][O:13][C@H:12]1[C:19]1[CH:24]=[CH:23][N:22]=[CH:21][CH:20]=1)=[O:10])[C:2]1[CH:3]=[CH:4][CH:5]=[CH:6][CH:7]=1, predict the reactants needed to synthesize it. The reactants are: [CH2:1]([O:8][C:9]([N:11]1[CH:15]([C:16](O)=[O:17])[CH2:14][O:13][CH:12]1[C:19]1[CH:24]=[CH:23][N:22]=[CH:21][CH:20]=1)=[O:10])[C:2]1[CH:7]=[CH:6][CH:5]=[CH:4][CH:3]=1.CN(C(ON1N=NC2C=CC=NC1=2)=[N+](C)C)C.F[P-](F)(F)(F)(F)F.CCN(C(C)C)C(C)C.[NH2:58][C:59]1[S:60][CH:61]=[C:62]([C:64]2[CH:75]=[CH:74][C:67]([C:68]([NH:70][CH:71]3[CH2:73][CH2:72]3)=[O:69])=[CH:66][CH:65]=2)[N:63]=1. (2) Given the product [O:3]=[C:4]1[CH:9]=[C:8]([C:10]2[N:15]3[CH:16]=[CH:17][N:18]=[C:14]3[C:13]([NH:19][C:20]3[CH:21]=[CH:22][C:23]([C:24]([NH:26][CH2:27][C:28]4[CH:29]=[N:30][CH:31]=[CH:32][CH:33]=4)=[O:25])=[CH:34][CH:35]=3)=[N:12][CH:11]=2)[CH:7]=[CH:6][NH:5]1, predict the reactants needed to synthesize it. The reactants are: C([O:3][C:4]1[CH:9]=[C:8]([C:10]2[N:15]3[CH:16]=[CH:17][N:18]=[C:14]3[C:13]([NH:19][C:20]3[CH:35]=[CH:34][C:23]([C:24]([NH:26][CH2:27][C:28]4[CH:29]=[N:30][CH:31]=[CH:32][CH:33]=4)=[O:25])=[CH:22][CH:21]=3)=[N:12][CH:11]=2)[CH:7]=[CH:6][N:5]=1)C.Cl.[NH+]1C=CC=CC=1. (3) The reactants are: [NH2:1][C:2]1[N:7]=[C:6]([S:8][CH3:9])[N:5]=[C:4]([NH:10][CH2:11][CH2:12][NH:13]C(=O)OC(C)(C)C)[CH:3]=1.[F:21][C:22]([F:28])([F:27])[S:23]([OH:26])(=[O:25])=[O:24]. Given the product [F:21][C:22]([F:28])([F:27])[S:23]([OH:26])(=[O:25])=[O:24].[NH2:13][CH2:12][CH2:11][NH:10][C:4]1[N:5]=[C:6]([S:8][CH3:9])[N:7]=[C:2]([NH2:1])[CH:3]=1, predict the reactants needed to synthesize it. (4) The reactants are: II.[Mg].[CH2:4](Br)[C:5]1[CH:10]=[CH:9][CH:8]=[CH:7][CH:6]=1.[O:12]=[C:13]1[CH2:17][CH2:16][N:15]([C:18]([O:20][C:21]([CH3:24])([CH3:23])[CH3:22])=[O:19])[CH2:14]1. Given the product [C:21]([O:20][C:18]([N:15]1[CH2:16][CH2:17][C:13]([CH2:4][C:5]2[CH:10]=[CH:9][CH:8]=[CH:7][CH:6]=2)([OH:12])[CH2:14]1)=[O:19])([CH3:24])([CH3:22])[CH3:23], predict the reactants needed to synthesize it. (5) Given the product [Cl:14][C:15]1[CH:16]=[C:17]([CH2:18][O:1][C:2]2[CH:3]=[CH:4][C:5]([CH3:13])=[C:6]([CH:12]=2)[C:7]([O:9][CH2:10][CH3:11])=[O:8])[CH:20]=[CH:21][CH:22]=1, predict the reactants needed to synthesize it. The reactants are: [OH:1][C:2]1[CH:3]=[CH:4][C:5]([CH3:13])=[C:6]([CH:12]=1)[C:7]([O:9][CH2:10][CH3:11])=[O:8].[Cl:14][C:15]1[CH:16]=[C:17]([CH:20]=[CH:21][CH:22]=1)[CH2:18]Br.C(=O)([O-])[O-].[K+].[K+]. (6) Given the product [CH3:1][O:2][C:3](=[O:4])/[CH:5]=[C:31](/[C:24]1[CH:23]=[C:22]([Si:35]([CH3:36])([CH3:37])[CH3:38])[N:21]=[C:20]([O:19][CH3:18])[C:25]=1[CH2:26][O:27][CH2:28][O:29][CH3:30])\[CH2:32][CH3:33], predict the reactants needed to synthesize it. The reactants are: [CH3:1][O:2][C:3]([CH2:5]P(OC)(OC)=O)=[O:4].C(O[K])(C)(C)C.[CH3:18][O:19][C:20]1[C:25]([CH2:26][O:27][CH2:28][O:29][CH3:30])=[C:24]([C:31](=O)[CH2:32][CH3:33])[CH:23]=[C:22]([Si:35]([CH3:38])([CH3:37])[CH3:36])[N:21]=1.[Na+].[Cl-]. (7) Given the product [BrH:1].[Br:1][CH2:28][C:27]([C:26]1[S:22][CH:23]=[N:24][CH:25]=1)=[O:29], predict the reactants needed to synthesize it. The reactants are: [Br-:1].[Br-].[Br-].[NH+]1C=CC=CC=1.[NH+]1C=CC=CC=1.[NH+]1C=CC=CC=1.[S:22]1[C:26]([C:27](=[O:29])[CH3:28])=[CH:25][N:24]=[CH:23]1. (8) The reactants are: [CH3:1][C:2]1[O:6][N:5]=[C:4]([C:7]2[CH:12]=[CH:11][CH:10]=[CH:9][CH:8]=2)[C:3]=1[C:13]1[N:14]=[CH:15][N:16]([C:18]2[CH:26]=[CH:25][C:21]([C:22]([OH:24])=O)=[CH:20][CH:19]=2)[CH:17]=1.[CH:27]1([NH2:32])[CH2:31][CH2:30][CH2:29][CH2:28]1. Given the product [CH:27]1([NH:32][C:22](=[O:24])[C:21]2[CH:20]=[CH:19][C:18]([N:16]3[CH:17]=[C:13]([C:3]4[C:4]([C:7]5[CH:8]=[CH:9][CH:10]=[CH:11][CH:12]=5)=[N:5][O:6][C:2]=4[CH3:1])[N:14]=[CH:15]3)=[CH:26][CH:25]=2)[CH2:31][CH2:30][CH2:29][CH2:28]1, predict the reactants needed to synthesize it.